Dataset: Reaction yield outcomes from USPTO patents with 853,638 reactions. Task: Predict the reaction yield, written as a fraction of the theoretical maximum amount of product (1.0 means a 100% yield; for example, 0.34 means a 34% yield). (1) The reactants are Br[C:2]1[CH:3]=[C:4]([CH:8]=[C:9]([C:11]([O:13]C)=O)[CH:10]=1)[C:5]([OH:7])=[O:6].N(OC[CH2:19][CH2:20][CH3:21])=O.C(#N)C.[NH2:25][C:26]1C=C(C=[C:33](C(OC)=O)[CH:34]=1)C(O)=O. The catalyst is [Cu](Br)Br.O. The product is [CH2:19]([N:25]([CH2:26][CH2:34][CH3:33])[C:11]([C:9]1[CH:8]=[C:4]([CH:3]=[CH:2][CH:10]=1)[C:5]([OH:7])=[O:6])=[O:13])[CH2:20][CH3:21]. The yield is 0.970. (2) The reactants are [BrH:1].C(O)(=O)C.[C:6]([C:8]1[CH:9]=[C:10]([C:14](=O)[CH2:15][S:16][C:17]#[N:18])[CH:11]=[CH:12][CH:13]=1)#[N:7].O. The catalyst is C(O)(=O)C. The product is [Br:1][C:17]1[S:16][CH:15]=[C:14]([C:10]2[CH:9]=[C:8]([CH:13]=[CH:12][CH:11]=2)[C:6]#[N:7])[N:18]=1. The yield is 0.756. (3) The reactants are [NH2:1][C:2]1[S:3][C:4]([CH3:10])=[C:5]([CH3:9])[C:6]=1[C:7]#[N:8].[C:11](O)(=O)[CH3:12].[NH3:15].C(OCC)(OCC)(OCC)C. No catalyst specified. The product is [CH3:11][C:12]1[N:8]=[C:7]([NH2:15])[C:6]2[C:5]([CH3:9])=[C:4]([CH3:10])[S:3][C:2]=2[N:1]=1. The yield is 0.600. (4) The catalyst is [Pd].C1(P(C2C=CC=CC=2)C2C=CC=CC=2)C=CC=CC=1.C1(P(C2C=CC=CC=2)C2C=CC=CC=2)C=CC=CC=1.C1(P(C2C=CC=CC=2)C2C=CC=CC=2)C=CC=CC=1.C1(P(C2C=CC=CC=2)C2C=CC=CC=2)C=CC=CC=1.CN(C)C(=O)C. The yield is 0.910. The product is [CH3:17][N:8]1[C:7]2[C:2](=[N:3][CH:4]=[CH:5][CH:6]=2)[C:11]2[CH:12]=[CH:13][CH:14]=[CH:15][C:10]=2[C:9]1=[O:16]. The reactants are Cl[C:2]1[C:7]([N:8]([CH3:17])[C:9](=[O:16])[C:10]2[CH:15]=[CH:14][CH:13]=[CH:12][CH:11]=2)=[CH:6][CH:5]=[CH:4][N:3]=1.C(=O)([O-])[O-].[Na+].[Na+].